From a dataset of CYP3A4 inhibition data for predicting drug metabolism from PubChem BioAssay. Regression/Classification. Given a drug SMILES string, predict its absorption, distribution, metabolism, or excretion properties. Task type varies by dataset: regression for continuous measurements (e.g., permeability, clearance, half-life) or binary classification for categorical outcomes (e.g., BBB penetration, CYP inhibition). Dataset: cyp3a4_veith. (1) The molecule is CS(=O)(=O)N1CCC2(CC1)CN(c1ccncc1)C2. The result is 0 (non-inhibitor). (2) The drug is CCNc1ncc2nc(CCc3ccccc3)c(=O)n(CCC#N)c2n1. The result is 1 (inhibitor). (3) The molecule is Cn1cc(C(=O)c2ccc(Cl)cc2Cl)cc1C(=O)O. The result is 0 (non-inhibitor). (4) The compound is COc1ccc(C(C(=O)NC2CCCC2)N(Cc2ccc(F)cc2)C(=O)c2ccn[nH]2)cc1OC. The result is 1 (inhibitor). (5) The compound is CC(=O)CSCc1ccccn1. The result is 0 (non-inhibitor).